Dataset: Full USPTO retrosynthesis dataset with 1.9M reactions from patents (1976-2016). Task: Predict the reactants needed to synthesize the given product. (1) The reactants are: [Cl:1][C:2]1[CH:3]=[C:4]([C:9]2[CH:30]=[CH:29][C:12]3[NH:13][C:14]([NH:16][C:17]([C:19]4[N:20]=[C:21]5[CH:26]=[CH:25][C:24](Cl)=[N:23][N:22]5[CH:28]=4)=[O:18])=[N:15][C:11]=3[CH:10]=2)[CH:5]=[C:6]([F:8])[CH:7]=1.[NH:31]1[CH2:36][CH2:35][CH:34]([OH:37])[CH2:33][CH2:32]1.O. Given the product [Cl:1][C:2]1[CH:3]=[C:4]([C:9]2[CH:30]=[CH:29][C:12]3[NH:13][C:14]([NH:16][C:17]([C:19]4[N:20]=[C:21]5[CH:26]=[CH:25][C:24]([N:31]6[CH2:36][CH2:35][CH:34]([OH:37])[CH2:33][CH2:32]6)=[N:23][N:22]5[CH:28]=4)=[O:18])=[N:15][C:11]=3[CH:10]=2)[CH:5]=[C:6]([F:8])[CH:7]=1, predict the reactants needed to synthesize it. (2) The reactants are: Br[C:2]1[CH:7]=[CH:6][CH:5]=[C:4]([S:8]([C:11]([F:14])([F:13])[F:12])(=[O:10])=[O:9])[CH:3]=1.[N:15]1[CH:20]=[CH:19][C:18](B(O)O)=[CH:17][CH:16]=1.CCO.C([O-])([O-])=O.[Na+].[Na+]. Given the product [F:12][C:11]([F:14])([F:13])[S:8]([C:4]1[CH:3]=[C:2]([C:18]2[CH:19]=[CH:20][N:15]=[CH:16][CH:17]=2)[CH:7]=[CH:6][CH:5]=1)(=[O:10])=[O:9], predict the reactants needed to synthesize it. (3) Given the product [Br:15][CH2:13][C:11]1[CH:10]=[CH:9][C:5]2[C:6](=[O:8])[O:7][C:2]([CH3:14])([CH3:1])[O:3][C:4]=2[CH:12]=1, predict the reactants needed to synthesize it. The reactants are: [CH3:1][C:2]1([CH3:14])[O:7][C:6](=[O:8])[C:5]2[CH:9]=[CH:10][C:11]([CH3:13])=[CH:12][C:4]=2[O:3]1.[Br:15]N1C(=O)CCC1=O.C(OOC(=O)C1C=CC=CC=1)(=O)C1C=CC=CC=1.